This data is from Catalyst prediction with 721,799 reactions and 888 catalyst types from USPTO. The task is: Predict which catalyst facilitates the given reaction. Reactant: C([Li])(CC)C.CN(C)CCN(C)CCN(C)C.[C:18]([Si:22]([O:25][CH2:26][C:27]([C:30]1[CH:35]=[CH:34][CH:33]=[CH:32][C:31]=1[F:36])([CH3:29])[CH3:28])([CH3:24])[CH3:23])([CH3:21])([CH3:20])[CH3:19].CN([CH:40]=[O:41])C. Product: [Si:22]([O:25][CH2:26][C:27]([C:30]1[C:31]([F:36])=[C:32]([CH:33]=[CH:34][CH:35]=1)[CH:40]=[O:41])([CH3:29])[CH3:28])([C:18]([CH3:19])([CH3:20])[CH3:21])([CH3:23])[CH3:24]. The catalyst class is: 7.